From a dataset of Reaction yield outcomes from USPTO patents with 853,638 reactions. Predict the reaction yield, written as a fraction of the theoretical maximum amount of product (1.0 means a 100% yield; for example, 0.34 means a 34% yield). (1) The reactants are [CH3:1][C:2]1[CH:3]=[CH:4][CH:5]=[C:6]2[C:10]=1[N:9]([CH2:11][CH2:12]OS(C)(=O)=O)[CH:8]=[CH:7]2.[NH:18]1[CH:22]=[CH:21][N:20]=[CH:19]1.[Na]. The catalyst is CN(C=O)C. The product is [N:18]1([CH2:12][CH2:11][N:9]2[C:10]3[C:6](=[CH:5][CH:4]=[CH:3][C:2]=3[CH3:1])[CH:7]=[CH:8]2)[CH:22]=[CH:21][N:20]=[CH:19]1. The yield is 1.00. (2) The reactants are [CH3:1][O:2][C:3]1[CH:4]=[C:5]([CH:8]=[CH:9][C:10]=1[N:11]1[CH:15]=[C:14]([CH3:16])[N:13]=[CH:12]1)[CH:6]=[O:7].OO.[OH-].[Na+].S([O-])([O-])(=[O:23])=S.[Na+].[Na+]. The catalyst is O.C(OCC)(=O)C. The product is [CH3:1][O:2][C:3]1[CH:4]=[C:5]([CH:8]=[CH:9][C:10]=1[N:11]1[CH:15]=[C:14]([CH3:16])[N:13]=[CH:12]1)[C:6]([OH:23])=[O:7]. The yield is 0.830.